Dataset: Catalyst prediction with 721,799 reactions and 888 catalyst types from USPTO. Task: Predict which catalyst facilitates the given reaction. Reactant: [CH3:1][NH:2][C:3]1[CH:8]=[CH:7][CH:6]=[CH:5][CH:4]=1.C(N(CC)CC)C.[Br:16][CH2:17][C:18](Br)=[O:19]. Product: [Br:16][CH2:17][C:18]([N:2]([CH3:1])[C:3]1[CH:8]=[CH:7][CH:6]=[CH:5][CH:4]=1)=[O:19]. The catalyst class is: 13.